Dataset: TCR-epitope binding with 47,182 pairs between 192 epitopes and 23,139 TCRs. Task: Binary Classification. Given a T-cell receptor sequence (or CDR3 region) and an epitope sequence, predict whether binding occurs between them. (1) The epitope is PROT_97E67BCC. The TCR CDR3 sequence is CASSARTSGNQPQHF. Result: 1 (the TCR binds to the epitope). (2) The TCR CDR3 sequence is CASSPNEGDTEAFF. Result: 0 (the TCR does not bind to the epitope). The epitope is IPSINVHHY. (3) The epitope is KPLEFGATSAAL. The TCR CDR3 sequence is CASSSPGQHNEQFF. Result: 1 (the TCR binds to the epitope). (4) The epitope is ILHCANFNV. The TCR CDR3 sequence is CASSGGLAGGQETQYF. Result: 1 (the TCR binds to the epitope). (5) The epitope is LLWNGPMAV. The TCR CDR3 sequence is CASSPGTGGYTEAFF. Result: 1 (the TCR binds to the epitope). (6) The epitope is FLRGRAYGL. The TCR CDR3 sequence is CASSLLMESNSPLHF. Result: 0 (the TCR does not bind to the epitope). (7) The epitope is VLWAHGFEL. The TCR CDR3 sequence is CASSFGSDEQYF. Result: 1 (the TCR binds to the epitope).